This data is from Full USPTO retrosynthesis dataset with 1.9M reactions from patents (1976-2016). The task is: Predict the reactants needed to synthesize the given product. (1) Given the product [Br:11][C:5]1[CH:4]=[C:3]([CH:7]=[O:8])[N:2]([CH3:1])[CH:6]=1, predict the reactants needed to synthesize it. The reactants are: [CH3:1][N:2]1[CH:6]=[CH:5][CH:4]=[C:3]1[CH:7]=[O:8].II.[Br:11]Br. (2) Given the product [NH:8]1[CH2:13][CH2:12][CH2:11][C@@H:10]([NH:14][C:15]([C:17]2[C:25]3[C:20](=[N:21][CH:22]=[C:23]([C:26]4[C:34]5[C:29](=[CH:30][C:31]([Cl:35])=[CH:32][CH:33]=5)[N:28]([CH3:36])[N:27]=4)[N:24]=3)[N:19]([CH2:37][O:38][CH2:39][CH2:40][Si:41]([CH3:44])([CH3:43])[CH3:42])[CH:18]=2)=[O:16])[CH2:9]1, predict the reactants needed to synthesize it. The reactants are: C(OC([N:8]1[CH2:13][CH2:12][CH2:11][C@@H:10]([NH:14][C:15]([C:17]2[C:25]3[C:20](=[N:21][CH:22]=[C:23]([C:26]4[C:34]5[C:29](=[CH:30][C:31]([Cl:35])=[CH:32][CH:33]=5)[N:28]([CH3:36])[N:27]=4)[N:24]=3)[N:19]([CH2:37][O:38][CH2:39][CH2:40][Si:41]([CH3:44])([CH3:43])[CH3:42])[CH:18]=2)=[O:16])[CH2:9]1)=O)(C)(C)C.C(Cl)(=O)C.C1COCC1. (3) Given the product [C:24]1([N:6]2[C:7]3[C:12](=[CH:11][CH:10]=[CH:9][CH:8]=3)[CH2:13][C:14]3[CH:1]=[CH:2][CH:3]=[CH:4][C:5]2=3)[C:23]2[C:28](=[CH:29][C:30]3[C:35]([CH:22]=2)=[CH:34][CH:33]=[CH:32][CH:31]=3)[CH:27]=[CH:26][CH:25]=1, predict the reactants needed to synthesize it. The reactants are: [CH:1]1[C:14]2[CH2:13][C:12]3[C:7](=[CH:8][CH:9]=[CH:10][CH:11]=3)[NH:6][C:5]=2[CH:4]=[CH:3][CH:2]=1.CC(C)([O-])C.[Na+].Br[C:22]1[C:23]2[C:28]([CH:29]=[C:30]3[C:35]=1[CH:34]=[CH:33][CH:32]=[CH:31]3)=[CH:27][CH:26]=[CH:25][CH:24]=2.C(Cl)Cl. (4) The reactants are: Cl[C:2]1[N:10]=[C:9]2[C:5]([N:6]([CH2:18][O:19][CH2:20][CH2:21][Si:22]([CH3:25])([CH3:24])[CH3:23])[C:7](=[O:17])[N:8]2[CH:11]2[CH2:16][CH2:15][O:14][CH2:13][CH2:12]2)=[CH:4][N:3]=1.C1(C(C2C=CC=CC=2)=[NH:33])C=CC=CC=1.C(=O)([O-])[O-].[Cs+].[Cs+].C([O-])(=O)C.[Na+].Cl.NO. Given the product [NH2:33][C:2]1[N:10]=[C:9]2[C:5]([N:6]([CH2:18][O:19][CH2:20][CH2:21][Si:22]([CH3:25])([CH3:24])[CH3:23])[C:7](=[O:17])[N:8]2[CH:11]2[CH2:16][CH2:15][O:14][CH2:13][CH2:12]2)=[CH:4][N:3]=1, predict the reactants needed to synthesize it. (5) Given the product [Cl:10][C:5]1[CH:6]=[C:7]2[C:2](=[N:3][CH:4]=1)[N:1]=[C:13]([C:12]([F:11])([F:22])[F:21])[C:14]([C:15]([O:17][CH2:18][CH3:19])=[O:16])=[CH:8]2, predict the reactants needed to synthesize it. The reactants are: [NH2:1][C:2]1[C:7]([CH:8]=O)=[CH:6][C:5]([Cl:10])=[CH:4][N:3]=1.[F:11][C:12]([F:22])([F:21])[C:13](=O)[CH2:14][C:15]([O:17][CH2:18][CH3:19])=[O:16].N1CCCCC1. (6) Given the product [Br:4][C:5]1[CH:12]=[C:9]2[C:8](=[CH:7][CH:6]=1)[NH:3][N:2]=[C:10]2[NH2:11], predict the reactants needed to synthesize it. The reactants are: O.[NH2:2][NH2:3].[Br:4][C:5]1[CH:6]=[CH:7][C:8](F)=[C:9]([CH:12]=1)[C:10]#[N:11]. (7) Given the product [C:1]([C:5]1[CH:10]=[CH:9][C:8]([C:11]2[N:12]=[CH:13][N:14]=[C:15]([O:18][C:19]3[CH:20]=[C:21]4[C:25](=[CH:26][CH:27]=3)[NH:24][CH:23]=[CH:22]4)[CH:16]=2)=[CH:7][CH:6]=1)([CH3:4])([CH3:3])[CH3:2], predict the reactants needed to synthesize it. The reactants are: [C:1]([C:5]1[CH:10]=[CH:9][C:8]([C:11]2[CH:16]=[C:15](Cl)[N:14]=[CH:13][N:12]=2)=[CH:7][CH:6]=1)([CH3:4])([CH3:3])[CH3:2].[OH:18][C:19]1[CH:20]=[C:21]2[C:25](=[CH:26][CH:27]=1)[NH:24][CH:23]=[CH:22]2.[OH-].[Na+].